From a dataset of Peptide-MHC class I binding affinity with 185,985 pairs from IEDB/IMGT. Regression. Given a peptide amino acid sequence and an MHC pseudo amino acid sequence, predict their binding affinity value. This is MHC class I binding data. (1) The peptide sequence is KTFPPTEPK. The MHC is HLA-B07:02 with pseudo-sequence HLA-B07:02. The binding affinity (normalized) is 0.0847. (2) The peptide sequence is YIDWMVSVP. The MHC is HLA-A03:01 with pseudo-sequence HLA-A03:01. The binding affinity (normalized) is 0.0847. (3) The peptide sequence is ISEMLSKEY. The MHC is HLA-A80:01 with pseudo-sequence HLA-A80:01. The binding affinity (normalized) is 0.169. (4) The peptide sequence is TEQFINYCL. The MHC is HLA-B44:03 with pseudo-sequence HLA-B44:03. The binding affinity (normalized) is 0.443. (5) The peptide sequence is MALATGLWW. The MHC is HLA-B45:06 with pseudo-sequence HLA-B45:06. The binding affinity (normalized) is 0.213. (6) The peptide sequence is NVINVELSL. The MHC is HLA-B38:01 with pseudo-sequence HLA-B38:01. The binding affinity (normalized) is 0.0993. (7) The peptide sequence is SVRLLNYFK. The MHC is HLA-A30:01 with pseudo-sequence HLA-A30:01. The binding affinity (normalized) is 1.00.